From a dataset of Peptide-MHC class II binding affinity with 134,281 pairs from IEDB. Regression. Given a peptide amino acid sequence and an MHC pseudo amino acid sequence, predict their binding affinity value. This is MHC class II binding data. (1) The peptide sequence is LAGDAAGAWRTAAVE. The MHC is HLA-DPA10301-DPB10402 with pseudo-sequence HLA-DPA10301-DPB10402. The binding affinity (normalized) is 0.0210. (2) The peptide sequence is FSTGLIIQGLKLMNS. The MHC is DRB1_0301 with pseudo-sequence DRB1_0301. The binding affinity (normalized) is 0.427. (3) The peptide sequence is AYEGQRVVFIQPSPV. The MHC is DRB1_0901 with pseudo-sequence DRB1_0901. The binding affinity (normalized) is 0.415.